From a dataset of Reaction yield outcomes from USPTO patents with 853,638 reactions. Predict the reaction yield, written as a fraction of the theoretical maximum amount of product (1.0 means a 100% yield; for example, 0.34 means a 34% yield). (1) The reactants are Cl.[CH3:2][C:3]1[CH:8]=[C:7]([CH3:9])[CH:6]=[C:5]([CH3:10])[C:4]=1[NH:11][NH2:12].C([O-])([O-])=O.[K+].[K+].[C:19]([O:23][C:24](O[C:24]([O:23][C:19]([CH3:22])([CH3:21])[CH3:20])=[O:25])=[O:25])([CH3:22])([CH3:21])[CH3:20]. The catalyst is C([O-])(O)=O.[Na+].C1COCC1. The product is [C:19]([O:23][C:24]([NH:12][NH:11][C:4]1[C:3]([CH3:2])=[CH:8][C:7]([CH3:9])=[CH:6][C:5]=1[CH3:10])=[O:25])([CH3:22])([CH3:21])[CH3:20]. The yield is 0.590. (2) The reactants are [C:1]([O:5][C:6]([N:8]1[CH2:16][CH2:15][CH:11]([C:12](O)=[O:13])[CH2:10][CH2:9]1)=[O:7])([CH3:4])([CH3:3])[CH3:2].CN1CCOCC1.ClC(OCC)=O.[BH4-].[Na+]. The catalyst is O1CCCC1.CO. The product is [C:1]([O:5][C:6]([N:8]1[CH2:16][CH2:15][CH:11]([CH2:12][OH:13])[CH2:10][CH2:9]1)=[O:7])([CH3:4])([CH3:3])[CH3:2]. The yield is 0.900. (3) The reactants are CN1CCOCC1.[C:8]([O:12][C:13]([N:15]1[CH2:19][CH2:18][CH2:17][C@@H:16]1[CH2:20][C:21](O)=[O:22])=[O:14])([CH3:11])([CH3:10])[CH3:9].ClC(OCC(C)C)=O.[BH4-].[Na+]. The catalyst is O1CCCC1.C(OCC)(=O)C. The product is [C:8]([O:12][C:13]([N:15]1[CH2:19][CH2:18][CH2:17][C@@H:16]1[CH2:20][CH2:21][OH:22])=[O:14])([CH3:11])([CH3:10])[CH3:9]. The yield is 0.720. (4) The reactants are [Cl:1][C:2]1[CH:7]=[C:6]([F:8])[C:5]([N+:9]([O-])=O)=[CH:4][C:3]=1[N:12]1[CH2:17][C:16]2[CH:18]=[N:19][C:20]([N:22](OC)[CH3:23])=[CH:21][C:15]=2[N:14]([CH3:26])[C:13]1=[O:27]. The catalyst is CO.[Pd]. The product is [NH2:9][C:5]1[C:6]([F:8])=[CH:7][C:2]([Cl:1])=[C:3]([N:12]2[CH2:17][C:16]3[CH:18]=[N:19][C:20]([NH:22][CH3:23])=[CH:21][C:15]=3[N:14]([CH3:26])[C:13]2=[O:27])[CH:4]=1. The yield is 0.710. (5) The reactants are [CH2:1]([O:8][C:9](=[O:24])[NH:10][CH2:11][C@H:12]1[CH2:16][CH2:15][N:14]([C:17](OC(C)(C)C)=O)[CH2:13]1)[C:2]1[CH:7]=[CH:6][CH:5]=[CH:4][CH:3]=1.Cl.ClC1[C:36]2[C:31](=[CH:32][C:33]([CH3:37])=[CH:34][CH:35]=2)[N:30]=[C:29]([C:38]2[CH:43]=[CH:42][CH:41]=[CH:40][C:39]=2[OH:44])[N:28]=1.C(N(CC)CC)C. The catalyst is O1CCOCC1.C(Cl)Cl. The product is [CH2:1]([O:8][C:9](=[O:24])[NH:10][CH2:11][C@H:12]1[CH2:16][CH2:15][N:14]([C:17]2[C:36]3[C:31](=[CH:32][C:33]([CH3:37])=[CH:34][CH:35]=3)[N:30]=[C:29]([C:38]3[CH:43]=[CH:42][CH:41]=[CH:40][C:39]=3[OH:44])[N:28]=2)[CH2:13]1)[C:2]1[CH:3]=[CH:4][CH:5]=[CH:6][CH:7]=1. The yield is 0.680. (6) The reactants are [Cl:1][C:2]1[CH:7]=[CH:6][C:5]([C:8]2[C:12]([CH2:13][CH2:14][C:15](O)=[O:16])=[CH:11][N:10]([C:18]3[CH:23]=[CH:22][C:21]([O:24][CH3:25])=[C:20]([Cl:26])[CH:19]=3)[N:9]=2)=[CH:4][C:3]=1[F:27].CCN=C=NCCCN(C)C.Cl.[CH3:40][S:41]([NH2:44])(=[O:43])=[O:42]. The catalyst is C(Cl)Cl.CN(C1C=CN=CC=1)C. The product is [Cl:1][C:2]1[CH:7]=[CH:6][C:5]([C:8]2[C:12]([CH2:13][CH2:14][C:15]([NH:44][S:41]([CH3:40])(=[O:43])=[O:42])=[O:16])=[CH:11][N:10]([C:18]3[CH:23]=[CH:22][C:21]([O:24][CH3:25])=[C:20]([Cl:26])[CH:19]=3)[N:9]=2)=[CH:4][C:3]=1[F:27]. The yield is 0.510. (7) The reactants are Br[C:2]1[C:3]([C:19]([O:21][CH3:22])=[O:20])=[N:4][C:5]([NH:8][C@@H:9]2[C:17]3[C:12](=[CH:13][CH:14]=[CH:15][CH:16]=3)[CH2:11][C@@H:10]2[OH:18])=[CH:6][N:7]=1.[Cl:23][C:24]1[CH:29]=[C:28]([Cl:30])[CH:27]=[CH:26][C:25]=1B(O)O. The catalyst is C1C=CC([P]([Pd]([P](C2C=CC=CC=2)(C2C=CC=CC=2)C2C=CC=CC=2)([P](C2C=CC=CC=2)(C2C=CC=CC=2)C2C=CC=CC=2)[P](C2C=CC=CC=2)(C2C=CC=CC=2)C2C=CC=CC=2)(C2C=CC=CC=2)C2C=CC=CC=2)=CC=1. The product is [Cl:23][C:24]1[CH:29]=[C:28]([Cl:30])[CH:27]=[CH:26][C:25]=1[C:2]1[C:3]([C:19]([O:21][CH3:22])=[O:20])=[N:4][C:5]([NH:8][C@@H:9]2[C:17]3[C:12](=[CH:13][CH:14]=[CH:15][CH:16]=3)[CH2:11][C@@H:10]2[OH:18])=[CH:6][N:7]=1. The yield is 0.590. (8) The reactants are [Cl:1][C:2]1[CH:7]=[CH:6][C:5]([C:8]2([C:14]#N)[CH2:13][CH2:12][O:11][CH2:10][CH2:9]2)=[CH:4][CH:3]=1.[OH-:16].[K+].[OH2:18]. No catalyst specified. The product is [Cl:1][C:2]1[CH:7]=[CH:6][C:5]([C:8]2([C:14]([OH:18])=[O:16])[CH2:13][CH2:12][O:11][CH2:10][CH2:9]2)=[CH:4][CH:3]=1. The yield is 0.850. (9) The reactants are [C:1]1([C:7]2[CH2:8][C:9](=O)[CH2:10][S:11][CH:12]=2)[CH:6]=[CH:5][CH:4]=[CH:3][CH:2]=1.C([O-])(=O)C.[NH4+].C([BH3-])#[N:20].[Na+]. The catalyst is CO. The product is [NH2:20][C:9]1[CH2:10][S:11][CH:12]=[C:7]([C:1]2[CH:6]=[CH:5][CH:4]=[CH:3][CH:2]=2)[CH:8]=1. The yield is 0.200.